From a dataset of Catalyst prediction with 721,799 reactions and 888 catalyst types from USPTO. Predict which catalyst facilitates the given reaction. (1) Reactant: [N:1]1([NH2:10])[C:9]2[C:4](=[CH:5][CH:6]=[CH:7][CH:8]=2)[CH:3]=[CH:2]1.[C:11]1([N:17]=[C:18]=[O:19])[CH:16]=[CH:15][CH:14]=[CH:13][CH:12]=1. Product: [N:1]1([NH:10][C:18]([NH:17][C:11]2[CH:16]=[CH:15][CH:14]=[CH:13][CH:12]=2)=[O:19])[C:9]2[C:4](=[CH:5][CH:6]=[CH:7][CH:8]=2)[CH:3]=[CH:2]1. The catalyst class is: 4. (2) Reactant: [Si:1]([O:8][CH2:9][CH2:10][CH2:11][C:12]1[C:13]([Cl:31])=[N:14][C:15]2[N:16]([N:28]=[CH:29][CH:30]=2)[C:17]=1[NH:18][C:19]1[CH:24]=[CH:23][C:22]([O:25][CH2:26][CH3:27])=[CH:21][CH:20]=1)([C:4]([CH3:7])([CH3:6])[CH3:5])([CH3:3])[CH3:2].C(N(CC)CC)C.[C:39](O[C:39]([O:41][C:42]([CH3:45])([CH3:44])[CH3:43])=[O:40])([O:41][C:42]([CH3:45])([CH3:44])[CH3:43])=[O:40].[Cl-].[NH4+]. Product: [Si:1]([O:8][CH2:9][CH2:10][CH2:11][C:12]1[C:13]([Cl:31])=[N:14][C:15]2[N:16]([N:28]=[CH:29][CH:30]=2)[C:17]=1[N:18]([C:19]1[CH:20]=[CH:21][C:22]([O:25][CH2:26][CH3:27])=[CH:23][CH:24]=1)[C:39](=[O:40])[O:41][C:42]([CH3:45])([CH3:44])[CH3:43])([C:4]([CH3:5])([CH3:6])[CH3:7])([CH3:3])[CH3:2]. The catalyst class is: 12. (3) Reactant: Br[C:2]1[C:7]([NH2:8])=[C:6]([CH:9]([O:12][CH3:13])[O:10][CH3:11])[C:5]([Cl:14])=[CH:4][N:3]=1.[CH3:15][C:16]1[C:20](B2OC(C)(C)C(C)(C)O2)=[C:19]([CH3:30])[O:18][N:17]=1.C(=O)([O-])[O-].[Na+].[Na+].O. Product: [Cl:14][C:5]1[C:6]([CH:9]([O:12][CH3:13])[O:10][CH3:11])=[C:7]([NH2:8])[C:2]([C:20]2[C:16]([CH3:15])=[N:17][O:18][C:19]=2[CH3:30])=[N:3][CH:4]=1. The catalyst class is: 128. (4) Reactant: [N:1]1[C:9]([NH2:10])=[C:8]2[C:4]([N:5]=[CH:6][NH:7]2)=[N:3][CH:2]=1.CC1C=CC(S(O[CH2:22][C@@H:23]([CH2:34][O:35][CH2:36][C:37]2[CH:42]=[CH:41][CH:40]=[CH:39][CH:38]=2)[C@H:24]([O:26][Si:27]([C:30]([CH3:33])([CH3:32])[CH3:31])([CH3:29])[CH3:28])[CH3:25])(=O)=O)=CC=1. Product: [CH2:36]([O:35][CH2:34][C@@H:23]([CH2:22][N:5]1[CH:6]=[N:7][C:8]2[C:4]1=[N:3][CH:2]=[N:1][C:9]=2[NH2:10])[C@H:24]([O:26][Si:27]([C:30]([CH3:31])([CH3:33])[CH3:32])([CH3:28])[CH3:29])[CH3:25])[C:37]1[CH:42]=[CH:41][CH:40]=[CH:39][CH:38]=1. The catalyst class is: 3. (5) Reactant: [CH3:1][N:2]([CH3:16])[C:3]1[CH:4]=[C:5]([CH:11]=[C:12]([CH2:14]O)[CH:13]=1)[C:6]([O:8][CH2:9][CH3:10])=[O:7].C1C=CC(P(C2C=CC=CC=2)C2C=CC=CC=2)=CC=1.C1C(=O)N([Cl:43])C(=O)C1. Product: [Cl:43][CH2:14][C:12]1[CH:11]=[C:5]([CH:4]=[C:3]([N:2]([CH3:16])[CH3:1])[CH:13]=1)[C:6]([O:8][CH2:9][CH3:10])=[O:7]. The catalyst class is: 2. (6) The catalyst class is: 17. Reactant: [NH2:1][C:2]1[CH:7]=[N:6][C:5]([C:8]2[CH:13]=[CH:12][CH:11]=[C:10]([OH:14])[CH:9]=2)=[CH:4][N:3]=1.Cl[C:16]([O:18][C:19]1[CH:24]=[CH:23][CH:22]=[CH:21][CH:20]=1)=[O:17].O. Product: [OH:14][C:10]1[CH:9]=[C:8]([C:5]2[N:6]=[CH:7][C:2]([NH:1][C:16](=[O:17])[O:18][C:19]3[CH:24]=[CH:23][CH:22]=[CH:21][CH:20]=3)=[N:3][CH:4]=2)[CH:13]=[CH:12][CH:11]=1. (7) Reactant: [Na].[F:2][C:3]1[CH:8]=[CH:7][CH:6]=[CH:5][C:4]=1[CH2:9][C:10]#[N:11].[N:12]([C:15]1[CH:23]=[CH:22][CH:21]=[CH:20][C:16]=1[C:17]([OH:19])=O)=[N+:13]=[N-:14].C(O)(=O)CC(CC(O)=O)(C(O)=O)O. Product: [F:2][C:3]1[CH:8]=[CH:7][CH:6]=[CH:5][C:4]=1[C:9]1[N:14]=[N:13][N:12]2[C:15]3[C:16](=[CH:20][CH:21]=[CH:22][CH:23]=3)[C:17](=[O:19])[NH:11][C:10]=12. The catalyst class is: 40.